This data is from Forward reaction prediction with 1.9M reactions from USPTO patents (1976-2016). The task is: Predict the product of the given reaction. (1) Given the reactants [Br-].[C:2]([O:5][C@@H:6]1[C@@H:11]([O:12][C:13](=[O:15])[CH3:14])[C@@H:10]([O:16][C:17](=[O:19])[CH3:18])[C@@H:9]([CH2:20][O:21][C:22](=[O:24])[CH3:23])[O:8][CH:7]1NC(S)=[NH2+])(=[O:4])[CH3:3].[S:29](S([O-])=O)([O-])(=O)=O.[Na+].[Na+].C(=O)([O-])[O-].[K+].[K+].Cl[CH2:45][C:46]#[N:47], predict the reaction product. The product is: [C:2]([O:5][C@@H:6]1[C@@H:11]([O:12][C:13](=[O:15])[CH3:14])[C@@H:10]([O:16][C:17](=[O:19])[CH3:18])[C@@H:9]([CH2:20][O:21][C:22](=[O:24])[CH3:23])[O:8][C@H:7]1[S:29][CH2:45][C:46]#[N:47])(=[O:4])[CH3:3]. (2) Given the reactants [C:1]([O:5][C:6]([N:8]1[CH2:13][CH2:12][CH2:11][CH2:10][CH:9]1[CH2:14][CH2:15][C:16]1[CH:21]=[CH:20][C:19]([N:22]2[CH2:26][C:25](=[O:27])[NH:24][S:23]2(=[O:29])=[O:28])=[C:18]([O:30]CC2C=CC=CC=2)[CH:17]=1)=[O:7])([CH3:4])([CH3:3])[CH3:2], predict the reaction product. The product is: [C:1]([O:5][C:6]([N:8]1[CH2:13][CH2:12][CH2:11][CH2:10][CH:9]1[CH2:14][CH2:15][C:16]1[CH:21]=[CH:20][C:19]([N:22]2[CH2:26][C:25](=[O:27])[NH:24][S:23]2(=[O:29])=[O:28])=[C:18]([OH:30])[CH:17]=1)=[O:7])([CH3:4])([CH3:2])[CH3:3]. (3) Given the reactants [C:1]([O:5][C:6]([N:8]1[CH2:12][C@@H:11]([CH2:13][NH2:14])[CH2:10][C@H:9]1[C:15]([N:17]1[CH2:21][CH2:20][S:19][CH2:18]1)=[O:16])=[O:7])([CH3:4])([CH3:3])[CH3:2].C(N(CC)CC)C.[C:29]([C:31]1[CH:32]=[C:33]([CH:37]=[CH:38][CH:39]=1)[C:34](Cl)=[O:35])#[N:30], predict the reaction product. The product is: [C:1]([O:5][C:6]([N:8]1[CH2:12][C@@H:11]([CH2:13][NH:14][C:34](=[O:35])[C:33]2[CH:37]=[CH:38][CH:39]=[C:31]([C:29]#[N:30])[CH:32]=2)[CH2:10][C@H:9]1[C:15]([N:17]1[CH2:21][CH2:20][S:19][CH2:18]1)=[O:16])=[O:7])([CH3:4])([CH3:2])[CH3:3]. (4) Given the reactants [C:1]1([CH2:7][CH2:8][CH2:9][N:10]=[C:11]=[O:12])[CH:6]=[CH:5][CH:4]=[CH:3][CH:2]=1.[NH2:13][CH2:14][C:15]1[CH:20]=[CH:19][CH:18]=[CH:17][N:16]=1, predict the reaction product. The product is: [C:1]1([CH2:7][CH2:8][CH2:9][NH:10][C:11]([NH:13][CH2:14][C:15]2[CH:20]=[CH:19][CH:18]=[CH:17][N:16]=2)=[O:12])[CH:6]=[CH:5][CH:4]=[CH:3][CH:2]=1. (5) Given the reactants O(C1C=CC(CCCCN)=CC=1)CCOCCOC.[O:20]([C:34]1[CH:39]=[CH:38][C:37]([CH:40](C(OCC2C=CC=CC=2)=O)[CH2:41][CH2:42][CH2:43][NH2:44])=[CH:36][CH:35]=1)[CH2:21][CH2:22][O:23][CH2:24][CH2:25][O:26][CH2:27][CH2:28][O:29][CH2:30][CH2:31][O:32][CH3:33], predict the reaction product. The product is: [O:20]([C:34]1[CH:39]=[CH:38][C:37]([CH2:40][CH2:41][CH2:42][CH2:43][NH2:44])=[CH:36][CH:35]=1)[CH2:21][CH2:22][O:23][CH2:24][CH2:25][O:26][CH2:27][CH2:28][O:29][CH2:30][CH2:31][O:32][CH3:33].